Dataset: Experimentally validated miRNA-target interactions with 360,000+ pairs, plus equal number of negative samples. Task: Binary Classification. Given a miRNA mature sequence and a target amino acid sequence, predict their likelihood of interaction. The miRNA is cel-miR-789-3p with sequence UCCCUGCCUGGGUCACCAAUUGU. The protein sequence of the target gene is MTMINSRPELMNLSFSGCGFLCVYHAGVAAAIKEYAPELLQNKILGASAGSIVACGLITGVCISHATSTILKVVSQARSRTFGPLHPEFNLLGIVRDELEVILPPNAYEMCTGRLVISLTRWSDHENVIIDEYRSNADLIDAIMCSCFIPLYCGITPPKFRGVQYIDGGVSDNQPIYDEHTVTVSPFSGESDICPPDWDSGSMLGVDFNGTSIRFTTRNMFRLMACLWPRSTDDLSRMCLQGFGDALRFLTKCGLAPCIRCLTIQTIDANEPAGRVSSECFSENDDAKKVTHVAVPRMKK.... Result: 0 (no interaction).